Dataset: Reaction yield outcomes from USPTO patents with 853,638 reactions. Task: Predict the reaction yield, written as a fraction of the theoretical maximum amount of product (1.0 means a 100% yield; for example, 0.34 means a 34% yield). (1) The reactants are [H-].[Na+].[Br:3][C:4]1[CH:9]=[CH:8][C:7]([OH:10])=[CH:6][CH:5]=1.Cl[C:12]1[CH:17]=[CH:16][N:15]=[C:14]([CH3:18])[CH:13]=1. The catalyst is CN(C=O)C.O. The product is [Br:3][C:4]1[CH:9]=[CH:8][C:7]([O:10][C:12]2[CH:17]=[CH:16][N:15]=[C:14]([CH3:18])[CH:13]=2)=[CH:6][CH:5]=1. The yield is 0.810. (2) The reactants are [O:1]=[C:2]1[C:10]2[C:5](=[CH:6][C:7]([N+:11]([O-])=O)=[CH:8][CH:9]=2)[C:4](=[O:14])[N:3]1[CH:15]1[CH2:20][CH2:19][C:18](=[O:21])[NH:17][C:16]1=[O:22]. The catalyst is O1CCOCC1.[Pd]. The product is [O:1]=[C:2]1[C:10]2[C:5](=[CH:6][C:7]([NH2:11])=[CH:8][CH:9]=2)[C:4](=[O:14])[N:3]1[CH:15]1[CH2:20][CH2:19][C:18](=[O:21])[NH:17][C:16]1=[O:22]. The yield is 0.690. (3) The product is [CH2:1]([O:3][C:4]([C:6]1[CH:7]=[N:8][N:9]([C:11]2[N:15]([CH2:16][O:17][CH2:18][CH2:19][O:20][CH3:21])[C:14]3[CH:22]=[C:23]([Cl:27])[C:24]([NH:26][C:41](=[O:42])[CH3:39])=[CH:25][C:13]=3[N:12]=2)[CH:10]=1)=[O:5])[CH3:2]. The yield is 0.810. The reactants are [CH2:1]([O:3][C:4]([C:6]1[CH:7]=[N:8][N:9]([C:11]2[N:15]([CH2:16][O:17][CH2:18][CH2:19][O:20][CH3:21])[C:14]3[CH:22]=[C:23]([Cl:27])[C:24]([NH2:26])=[CH:25][C:13]=3[N:12]=2)[CH:10]=1)=[O:5])[CH3:2].NC1C(Cl)=CC2NC(N3C=[C:39]([C:41](O)=[O:42])C=N3)=NC=2C=1.C(N(C(C)C)CC)(C)C.C(Cl)(=O)C. The catalyst is C1COCC1. (4) The reactants are [P:1]([Cl:6])([Cl:5])([O:3][CH3:4])=[O:2].[N:7]1[CH:12]=[CH:11][CH:10]=[CH:9][CH:8]=1. No catalyst specified. The product is [P:1]([Cl:6])([Cl:5])([O-:3])=[O:2].[CH3:4][N+:7]1[CH:12]=[CH:11][CH:10]=[CH:9][CH:8]=1. The yield is 0.600.